This data is from Reaction yield outcomes from USPTO patents with 853,638 reactions. The task is: Predict the reaction yield, written as a fraction of the theoretical maximum amount of product (1.0 means a 100% yield; for example, 0.34 means a 34% yield). (1) The reactants are [CH2:1]([O:3][C:4]1[CH:13]=[CH:12][C:7]([C:8]([O:10]C)=[O:9])=[CH:6][C:5]=1[CH2:14][OH:15])[CH3:2].[OH-].[Na+]. The catalyst is O1CCOCC1. The product is [CH2:1]([O:3][C:4]1[CH:13]=[CH:12][C:7]([C:8]([OH:10])=[O:9])=[CH:6][C:5]=1[CH2:14][OH:15])[CH3:2]. The yield is 0.500. (2) The reactants are [C:1]([O:5][C:6]([NH:8][C@:9]([CH3:40])([CH2:20][CH2:21][C:22]1[N:23]([CH3:39])[C:24]([C:27](=[O:38])[CH2:28][CH2:29][CH2:30][CH2:31][C:32]2[CH:37]=[CH:36][CH:35]=[CH:34][CH:33]=2)=[CH:25][CH:26]=1)[CH:10]=[CH:11][P:12](=[O:19])([O:16][CH2:17][CH3:18])[O:13][CH2:14][CH3:15])=[O:7])([CH3:4])([CH3:3])[CH3:2]. The catalyst is C(O)C.C1C=CC(P(C2C=CC=CC=2)C2C=CC=CC=2)=CC=1.C1C=CC(P(C2C=CC=CC=2)C2C=CC=CC=2)=CC=1.C1C=CC(P(C2C=CC=CC=2)C2C=CC=CC=2)=CC=1.[Cl-].[Rh]. The product is [C:1]([O:5][C:6]([NH:8][C@:9]([CH3:40])([CH2:20][CH2:21][C:22]1[N:23]([CH3:39])[C:24]([C:27](=[O:38])[CH2:28][CH2:29][CH2:30][CH2:31][C:32]2[CH:37]=[CH:36][CH:35]=[CH:34][CH:33]=2)=[CH:25][CH:26]=1)[CH2:10][CH2:11][P:12](=[O:19])([O:13][CH2:14][CH3:15])[O:16][CH2:17][CH3:18])=[O:7])([CH3:2])([CH3:3])[CH3:4]. The yield is 0.800. (3) The reactants are [CH:1]([O:4][C:5]([C:7]1[CH:8]=[C:9]([C:21]#[C:22][Si](C)(C)C)[CH:10]=[C:11]2[C:16]=1[O:15][C:14]([CH3:18])([CH3:17])[CH2:13][C:12]2([CH3:20])[CH3:19])=[O:6])([CH3:3])[CH3:2].C(=O)([O-])[O-].[K+].[K+]. The catalyst is CO. The product is [CH:1]([O:4][C:5]([C:7]1[CH:8]=[C:9]([C:21]#[CH:22])[CH:10]=[C:11]2[C:16]=1[O:15][C:14]([CH3:18])([CH3:17])[CH2:13][C:12]2([CH3:20])[CH3:19])=[O:6])([CH3:3])[CH3:2]. The yield is 0.130. (4) The reactants are [CH3:1][O:2][C:3]1[CH:13]=[CH:12][C:6]([C:7]([O:9]CC)=[O:8])=[CH:5][C:4]=1/[CH:14]=[CH:15]/[C:16]1[CH:21]=[CH:20][C:19]([O:22][C:23]([F:26])([F:25])[F:24])=[CH:18][CH:17]=1.[OH-].[K+].Cl. The catalyst is CO. The product is [CH3:1][O:2][C:3]1[CH:13]=[CH:12][C:6]([C:7]([OH:9])=[O:8])=[CH:5][C:4]=1/[CH:14]=[CH:15]/[C:16]1[CH:21]=[CH:20][C:19]([O:22][C:23]([F:24])([F:25])[F:26])=[CH:18][CH:17]=1. The yield is 0.990. (5) The reactants are [Cl:1][C:2]1[CH:7]=[CH:6][C:5]([C:8]2[C:9](=[O:24])[N:10]([CH2:18][C:19]([O:21]CC)=[O:20])[C:11]3([CH2:17][CH2:16][O:15][CH2:14][CH2:13]3)[N:12]=2)=[CH:4][CH:3]=1.[OH-].[Na+]. The yield is 0.850. The product is [Cl:1][C:2]1[CH:7]=[CH:6][C:5]([C:8]2[C:9](=[O:24])[N:10]([CH2:18][C:19]([OH:21])=[O:20])[C:11]3([CH2:17][CH2:16][O:15][CH2:14][CH2:13]3)[N:12]=2)=[CH:4][CH:3]=1. The catalyst is C(O)C.O.